This data is from NCI-60 drug combinations with 297,098 pairs across 59 cell lines. The task is: Regression. Given two drug SMILES strings and cell line genomic features, predict the synergy score measuring deviation from expected non-interaction effect. (1) Drug 1: C1=CC(=CC=C1CCC2=CNC3=C2C(=O)NC(=N3)N)C(=O)NC(CCC(=O)O)C(=O)O. Drug 2: COC1=CC(=CC(=C1O)OC)C2C3C(COC3=O)C(C4=CC5=C(C=C24)OCO5)OC6C(C(C7C(O6)COC(O7)C8=CC=CS8)O)O. Cell line: ACHN. Synergy scores: CSS=69.6, Synergy_ZIP=-5.42, Synergy_Bliss=-1.74, Synergy_Loewe=0.539, Synergy_HSA=4.43. (2) Drug 1: C1CCC(CC1)NC(=O)N(CCCl)N=O. Drug 2: C(=O)(N)NO. Cell line: SNB-75. Synergy scores: CSS=18.2, Synergy_ZIP=-2.02, Synergy_Bliss=2.00, Synergy_Loewe=-13.8, Synergy_HSA=2.63. (3) Drug 1: CC12CCC3C(C1CCC2=O)CC(=C)C4=CC(=O)C=CC34C. Drug 2: CN(C(=O)NC(C=O)C(C(C(CO)O)O)O)N=O. Cell line: PC-3. Synergy scores: CSS=35.9, Synergy_ZIP=4.52, Synergy_Bliss=0.469, Synergy_Loewe=-2.38, Synergy_HSA=2.49.